From a dataset of Reaction yield outcomes from USPTO patents with 853,638 reactions. Predict the reaction yield, written as a fraction of the theoretical maximum amount of product (1.0 means a 100% yield; for example, 0.34 means a 34% yield). The reactants are C([Si](Cl)(CC)CC)C.Br[C:10]([Br:17])([F:16])[C:11]([O:13][CH2:14][CH3:15])=[O:12].[C:18]1(=[O:23])[CH2:22][CH2:21][CH:20]=[CH:19]1.Cl. The catalyst is C(#N)C.[Zn].CCOC(C)=O. The product is [Br:17][C:10]([F:16])([CH:20]1[CH2:21][CH2:22][C:18](=[O:23])[CH2:19]1)[C:11]([O:13][CH2:14][CH3:15])=[O:12]. The yield is 0.880.